From a dataset of Forward reaction prediction with 1.9M reactions from USPTO patents (1976-2016). Predict the product of the given reaction. The product is: [F:3][C:4]1[CH:14]=[CH:13][C:12]2=[C:15]3[C:5]=1[O:6][CH2:7][C@H:8]([CH3:34])[N:9]3[C:10]([C@@H:16]([NH:18][C:19]1[N:27]=[CH:26][N:25]=[C:24]3[C:20]=1[N:21]=[CH:22][NH:23]3)[CH3:17])=[N:11]2. Given the reactants Cl.Cl.[F:3][C:4]1[CH:14]=[CH:13][C:12]2=[C:15]3[C:5]=1[O:6][CH2:7][C@H:8]([CH3:34])[N:9]3[C:10]([C@@H:16]([NH:18][C:19]1[N:27]=[CH:26][N:25]=[C:24]3[C:20]=1[N:21]=[CH:22][N:23]3C1CCCCO1)[CH3:17])=[N:11]2, predict the reaction product.